From a dataset of Peptide-MHC class I binding affinity with 185,985 pairs from IEDB/IMGT. Regression. Given a peptide amino acid sequence and an MHC pseudo amino acid sequence, predict their binding affinity value. This is MHC class I binding data. (1) The binding affinity (normalized) is 0.0847. The MHC is HLA-B51:01 with pseudo-sequence HLA-B51:01. The peptide sequence is SPVSRSHSF. (2) The peptide sequence is LEYDFNKL. The MHC is H-2-Kb with pseudo-sequence H-2-Kb. The binding affinity (normalized) is 0.600. (3) The peptide sequence is YVWWAAVIY. The MHC is HLA-A02:11 with pseudo-sequence HLA-A02:11. The binding affinity (normalized) is 0.0847. (4) The binding affinity (normalized) is 0. The peptide sequence is AAMQIIRDI. The MHC is Mamu-B3901 with pseudo-sequence Mamu-B3901. (5) The MHC is HLA-B35:01 with pseudo-sequence HLA-B35:01. The peptide sequence is PPLISILMIF. The binding affinity (normalized) is 0.387. (6) The peptide sequence is LASIDLKY. The MHC is HLA-A01:01 with pseudo-sequence YFAMYQENMAHTDANTLYIIYRDYTWVARVYRGY. The binding affinity (normalized) is 0.247.